Dataset: Full USPTO retrosynthesis dataset with 1.9M reactions from patents (1976-2016). Task: Predict the reactants needed to synthesize the given product. Given the product [CH3:18][O:19][C:20](=[O:29])[CH2:21][C:22]1[CH:23]=[CH:24][C:25]([C:2]#[C:1][C:3]2[CH:4]=[C:5]3[C:10](=[C:11]([OH:13])[CH:12]=2)[O:9][C:8]([CH3:15])([CH3:14])[CH2:7][C:6]3([CH3:17])[CH3:16])=[CH:26][CH:27]=1, predict the reactants needed to synthesize it. The reactants are: [C:1]([C:3]1[CH:4]=[C:5]2[C:10](=[C:11]([OH:13])[CH:12]=1)[O:9][C:8]([CH3:15])([CH3:14])[CH2:7][C:6]2([CH3:17])[CH3:16])#[CH:2].[CH3:18][O:19][C:20](=[O:29])[CH2:21][C:22]1[CH:27]=[CH:26][C:25](I)=[CH:24][CH:23]=1.C(N(CC)CC)C.C(OCC)(=O)C.